Dataset: CYP3A4 inhibition data for predicting drug metabolism from PubChem BioAssay. Task: Regression/Classification. Given a drug SMILES string, predict its absorption, distribution, metabolism, or excretion properties. Task type varies by dataset: regression for continuous measurements (e.g., permeability, clearance, half-life) or binary classification for categorical outcomes (e.g., BBB penetration, CYP inhibition). Dataset: cyp3a4_veith. (1) The drug is CC1=N/C(=C\c2ccc([N+](=O)[O-])cc2)C(=O)N1c1ccc(Cl)cc1. The result is 0 (non-inhibitor). (2) The molecule is Cc1noc(C)c1-c1cc(NCCN2CCOCC2)ncn1. The result is 0 (non-inhibitor). (3) The compound is CC(=O)/C(C)=N\O. The result is 0 (non-inhibitor).